This data is from NCI-60 drug combinations with 297,098 pairs across 59 cell lines. The task is: Regression. Given two drug SMILES strings and cell line genomic features, predict the synergy score measuring deviation from expected non-interaction effect. (1) Drug 1: CC1=C(C=C(C=C1)NC2=NC=CC(=N2)N(C)C3=CC4=NN(C(=C4C=C3)C)C)S(=O)(=O)N.Cl. Drug 2: C1=CC(=CC=C1CCCC(=O)O)N(CCCl)CCCl. Cell line: ACHN. Synergy scores: CSS=47.8, Synergy_ZIP=2.49, Synergy_Bliss=2.95, Synergy_Loewe=3.30, Synergy_HSA=5.02. (2) Drug 1: CCC1(CC2CC(C3=C(CCN(C2)C1)C4=CC=CC=C4N3)(C5=C(C=C6C(=C5)C78CCN9C7C(C=CC9)(C(C(C8N6C=O)(C(=O)OC)O)OC(=O)C)CC)OC)C(=O)OC)O.OS(=O)(=O)O. Drug 2: C#CCC(CC1=CN=C2C(=N1)C(=NC(=N2)N)N)C3=CC=C(C=C3)C(=O)NC(CCC(=O)O)C(=O)O. Cell line: IGROV1. Synergy scores: CSS=73.8, Synergy_ZIP=-0.883, Synergy_Bliss=-0.812, Synergy_Loewe=0.0167, Synergy_HSA=0.0687. (3) Synergy scores: CSS=16.0, Synergy_ZIP=-7.03, Synergy_Bliss=-7.62, Synergy_Loewe=-8.69, Synergy_HSA=-6.34. Cell line: SK-MEL-28. Drug 2: C1CCC(CC1)NC(=O)N(CCCl)N=O. Drug 1: COC1=C(C=C2C(=C1)N=CN=C2NC3=CC(=C(C=C3)F)Cl)OCCCN4CCOCC4.